From a dataset of Catalyst prediction with 721,799 reactions and 888 catalyst types from USPTO. Predict which catalyst facilitates the given reaction. Reactant: [Br:1][C:2]1[CH:7]=[CH:6][C:5]([C@H:8]2[O:13][CH2:12][CH2:11][NH:10][CH2:9]2)=[CH:4][CH:3]=1.C(N(CC)C(C)C)(C)C.[C:23](O[C:23]([O:25][C:26]([CH3:29])([CH3:28])[CH3:27])=[O:24])([O:25][C:26]([CH3:29])([CH3:28])[CH3:27])=[O:24]. Product: [Br:1][C:2]1[CH:3]=[CH:4][C:5]([C@H:8]2[O:13][CH2:12][CH2:11][N:10]([C:23]([O:25][C:26]([CH3:29])([CH3:28])[CH3:27])=[O:24])[CH2:9]2)=[CH:6][CH:7]=1. The catalyst class is: 1.